The task is: Predict the reaction yield, written as a fraction of the theoretical maximum amount of product (1.0 means a 100% yield; for example, 0.34 means a 34% yield).. This data is from Reaction yield outcomes from USPTO patents with 853,638 reactions. (1) The reactants are [CH3:1][O:2][C:3]1[C:11]([CH3:12])=[C:10]2[C:6]([C:7](=[O:13])[O:8][CH2:9]2)=[C:5]([O:14][CH2:15][CH2:16][Si:17]([CH3:20])([CH3:19])[CH3:18])[C:4]=1[CH2:21][CH:22]=[C:23]([CH3:26])[CH:24]=O.C(O)(=O)C(O)=O.[CH2:33]([O:35][P:36]([CH2:41][CH2:42][NH2:43])(=[O:40])[O:37][CH2:38][CH3:39])[CH3:34].C(O[BH-](OC(=O)C)OC(=O)C)(=O)C.[Na+].C(O)(=O)C. The catalyst is CN(C=O)C. The product is [CH2:38]([O:37][P:36]([CH2:41][CH2:42][NH:43][CH2:24][C:23]([CH3:26])=[CH:22][CH2:21][C:4]1[C:5]([O:14][CH2:15][CH2:16][Si:17]([CH3:20])([CH3:18])[CH3:19])=[C:6]2[C:10](=[C:11]([CH3:12])[C:3]=1[O:2][CH3:1])[CH2:9][O:8][C:7]2=[O:13])(=[O:40])[O:35][CH2:33][CH3:34])[CH3:39]. The yield is 0.960. (2) The reactants are Cl[C:2]1[CH:7]=[C:6]([C:8]2[CH:13]=[C:12]([Cl:14])[CH:11]=[CH:10][C:9]=2[CH3:15])[N:5]=[C:4]([NH2:16])[N:3]=1.[NH2:17][C:18]1[CH:25]=[CH:24][C:21]([C:22]#[N:23])=[CH:20][CH:19]=1. No catalyst specified. The product is [NH2:16][C:4]1[N:3]=[C:2]([NH:17][C:18]2[CH:25]=[CH:24][C:21]([C:22]#[N:23])=[CH:20][CH:19]=2)[CH:7]=[C:6]([C:8]2[CH:13]=[C:12]([Cl:14])[CH:11]=[CH:10][C:9]=2[CH3:15])[N:5]=1. The yield is 0.710.